From a dataset of Experimentally validated miRNA-target interactions with 360,000+ pairs, plus equal number of negative samples. Binary Classification. Given a miRNA mature sequence and a target amino acid sequence, predict their likelihood of interaction. (1) The miRNA is hsa-miR-204-5p with sequence UUCCCUUUGUCAUCCUAUGCCU. The protein sequence of the target gene is MASLAALALSLLLRLQLPPLPGARAQSAAGGCSFDEHYSNCGYSVALGTNGFTWEQINTWEKPMLDQAVPTGSFMMVNSSGRASGQKAHLLLPTLKENDTHCIDFHYYFSSRDRSSPGALNVYVKVNGGPQGNPVWNVSGVVTEGWVKAELAISTFWPHFYQVIFESVSLKGHPGYIAVDEVRVLAHPCRKAPHFLRLQNVEVNVGQNATFQCIAGGKWSQHDKLWLQQWNGRDTALMVTRVVNHRRFSATVSVADTAQRSVSKYRCVIRSDGGSGVSNYAELIVKEPPTPIAPPELLAV.... Result: 1 (interaction). (2) The miRNA is hsa-miR-302b-5p with sequence ACUUUAACAUGGAAGUGCUUUC. The protein sequence of the target gene is MSRKKTPKSKGASTPAASTLPTANGARPARSGTALSGPDAPPNGPLQPGRPSLGGGVDFYDVAFKVMLVGDSGVGKTCLLVRFKDGAFLAGTFISTVGIDFRNKVLDVDGVKVKLQMWDTAGQERFRSVTHAYYRDAHALLLLYDVTNKASFDNIQAWLTEIHEYAQHDVALMLLGNKVDSAHERVVKREDGEKLAKEYGLPFMETSAKTGLNVDLAFTAIAKELKQRSMKAPSEPRFRLHDYVKREGRGASCCRP. Result: 0 (no interaction). (3) The protein sequence of the target gene is MQWLRVRESPGEATGHRVTMGTAALGPVWAALLLFLLMCEIPMVELTFDRAVASGCQRCCDSEDPLDPAHVSSASSSGRPHALPEIRPYINITILKGDKGDPGPMGLPGYMGREGPQGEPGPQGSKGDKGEMGSPGAPCQKRFFAFSVGRKTALHSGEDFQTLLFERVFVNLDGCFDMATGQFAAPLRGIYFFSLNVHSWNYKETYVHIMHNQKEAVILYAQPSERSIMQSQSVMLDLAYGDRVWVRLFKRQRENAIYSNDFDTYITFSGHLIKAEDD. Result: 1 (interaction). The miRNA is hsa-miR-4721 with sequence UGAGGGCUCCAGGUGACGGUGG. (4) The miRNA is hsa-miR-6516-5p with sequence UUUGCAGUAACAGGUGUGAGCA. The protein sequence of the target gene is MAEVRKFTKRLSKPGTAAELRQSVSEAVRGSVVLEKAKVVEPLDYENVIAQRKTQIYSDPLRDLLMFPMEDISISVIGRQRRTVQSTVPEDAEKRAQSLFVKECIKTYSTDWHVVNYKYEDFSGDFRMLPCKSLRPEKIPNHVFEIDEDCEKDEDSSSLCSQKGGVIKQGWLHKANVNSTITVTMKVFKRRYFYLTQLPDGSYILNSYKDEKNSKESKGCIYLDACIDVVQCPKMRRHAFELKMLDKYSHYLAAETEQEMEEWLITLKKIIQINTDSLVQEKKETVETAQDDETSSQGKA.... Result: 1 (interaction). (5) The miRNA is hsa-miR-6862-5p with sequence CGGGCAUGCUGGGAGAGACUUU. The protein sequence of the target gene is MAPLDLDKYVEIARLCKYLPENDLKRLCDYVCDLLLEESNVQPVSTPVTVCGDIHGQFYDLCELFRTGGQVPDTNYIFMGDFVDRGYYSLETFTYLLALKAKWPDRITLLRGNHESRQITQVYGFYDECQTKYGNANAWRYCTKVFDMLTVAALIDEQILCVHGGLSPDIKTLDQIRTIERNQEIPHKGAFCDLVWSDPEDVDTWAISPRGAGWLFGAKVTNEFVHINNLKLICRAHQLVHEGYKFMFDEKLVTVWSAPNYCYRCGNIASIMVFKDVNTREPKLFRAVPDSERVIPPRTT.... Result: 0 (no interaction). (6) The miRNA is hsa-miR-4688 with sequence UAGGGGCAGCAGAGGACCUGGG. The protein sequence of the target gene is MSRSKGPLSFKDVAVAFSQEEWQQLDPEERTTYRDVMLETYSNLVSVGYDVTKPNMIIKLEQGEEPWTVEGDRHAQRHLEISKVYDPREGIEEIGEKHLQCDDDPYCWRAEKGAAFDEAYTLETALISPSSGAHSCVSCGETLESVSELISSDGSYALEKPSMCFECGKAYGESLEDFNQDEGNSSQHDENILQKVTILEKPFAYECMEALDSESVFMARERAYMGEKPYDWGDSGPDFIQMSDFSTYPRSQMELKPFECTQCGKSFCKKSKFIIHQRAHTGEKPYACSVCGKSFSQKGT.... Result: 0 (no interaction).